Dataset: Forward reaction prediction with 1.9M reactions from USPTO patents (1976-2016). Task: Predict the product of the given reaction. Given the reactants Cl[C:2]1[C:3]2[CH2:16][CH:15]([CH3:17])[CH2:14][C:4]=2[N:5]=[C:6]([C:8]2[S:9][C:10]([Cl:13])=[CH:11][CH:12]=2)[N:7]=1.[OH:18][C:19]1[CH:24]=[CH:23][C:22]([CH2:25][C:26]([O:28][CH3:29])=[O:27])=[CH:21][CH:20]=1, predict the reaction product. The product is: [Cl:13][C:10]1[S:9][C:8]([C:6]2[N:7]=[C:2]([O:18][C:19]3[CH:20]=[CH:21][C:22]([CH2:25][C:26]([O:28][CH3:29])=[O:27])=[CH:23][CH:24]=3)[C:3]3[CH2:16][CH:15]([CH3:17])[CH2:14][C:4]=3[N:5]=2)=[CH:12][CH:11]=1.